From a dataset of Full USPTO retrosynthesis dataset with 1.9M reactions from patents (1976-2016). Predict the reactants needed to synthesize the given product. (1) Given the product [Cl:2][C:3]1[N:4]=[C:5]([N:12]2[CH2:17][CH2:16][O:15][CH2:14][C@@H:13]2[CH3:18])[C:6]2[CH2:11][N:10]([CH2:19][C:20]([CH3:23])([CH3:22])[CH3:21])[CH2:9][C:7]=2[N:8]=1, predict the reactants needed to synthesize it. The reactants are: Cl.[Cl:2][C:3]1[N:4]=[C:5]([N:12]2[CH2:17][CH2:16][O:15][CH2:14][C@@H:13]2[CH3:18])[C:6]2[CH2:11][NH:10][CH2:9][C:7]=2[N:8]=1.[CH3:19][C:20]([CH:23]=O)([CH3:22])[CH3:21].C(N(CC)CC)C.C(O[BH-](OC(=O)C)OC(=O)C)(=O)C.[Na+]. (2) Given the product [Cl:32][C:25]1[CH:26]=[N+:27]([O-:31])[CH:28]=[C:29]([Cl:30])[C:24]=1[CH2:23][C@@H:22]([C:33]1[CH:38]=[CH:37][C:36]([O:39][CH:40]([F:42])[F:41])=[C:35]([O:43][CH2:44][CH:45]2[CH2:47][CH2:46]2)[CH:34]=1)[O:21][C:19](=[O:20])[CH2:18][N:14]1[C:15]2[C:11](=[CH:10][C:9]([OH:8])=[CH:17][CH:16]=2)[CH:12]=[CH:13]1, predict the reactants needed to synthesize it. The reactants are: C([O:8][C:9]1[CH:10]=[C:11]2[C:15](=[CH:16][CH:17]=1)[N:14]([CH2:18][C:19]([O:21][C@H:22]([C:33]1[CH:38]=[CH:37][C:36]([O:39][CH:40]([F:42])[F:41])=[C:35]([O:43][CH2:44][CH:45]3[CH2:47][CH2:46]3)[CH:34]=1)[CH2:23][C:24]1[C:29]([Cl:30])=[CH:28][N+:27]([O-:31])=[CH:26][C:25]=1[Cl:32])=[O:20])[CH:13]=[CH:12]2)C1C=CC=CC=1. (3) Given the product [CH2:27]([O:26][C:23]1[CH:24]=[CH:25][N:20]([C:17]2[CH:18]=[N:19][C:14]([N:11]3[CH2:12][CH2:13][C@H:9]([NH:8][C:5](=[O:6])[CH2:4][CH2:3][CH2:2][Cl:1])[CH2:10]3)=[CH:15][CH:16]=2)[C:21](=[O:34])[CH:22]=1)[C:28]1[CH:29]=[CH:30][CH:31]=[CH:32][CH:33]=1, predict the reactants needed to synthesize it. The reactants are: [Cl:1][CH2:2][CH2:3][CH2:4][C:5](Cl)=[O:6].[NH2:8][C@H:9]1[CH2:13][CH2:12][N:11]([C:14]2[N:19]=[CH:18][C:17]([N:20]3[CH:25]=[CH:24][C:23]([O:26][CH2:27][C:28]4[CH:33]=[CH:32][CH:31]=[CH:30][CH:29]=4)=[CH:22][C:21]3=[O:34])=[CH:16][CH:15]=2)[CH2:10]1.C(N(CC)CC)C. (4) Given the product [F:18][C:17]([F:20])([F:19])[C:12]1[CH:13]=[CH:14][CH:15]=[CH:16][C:11]=1[O:10][C@@H:7]1[CH2:8][CH2:9][C@H:6]1[NH:21][CH2:22][CH2:23][OH:24], predict the reactants needed to synthesize it. The reactants are: CS(O[C@@H:6]1[CH2:9][CH2:8][C@@H:7]1[O:10][C:11]1[CH:16]=[CH:15][CH:14]=[CH:13][C:12]=1[C:17]([F:20])([F:19])[F:18])(=O)=O.[NH2:21][CH2:22][CH2:23][OH:24]. (5) Given the product [O:25]1[CH2:26][CH2:27][CH2:28][CH:24]1[CH2:23][N:1]1[CH2:2][CH2:3][C:4]2([O:11][C:10]3[C:12]4[C:17]([C:18](=[O:21])[C:19](=[O:20])[C:9]=3[S:8][CH2:7]2)=[CH:16][CH:15]=[CH:14][CH:13]=4)[CH2:5][CH2:6]1, predict the reactants needed to synthesize it. The reactants are: [NH:1]1[CH2:6][CH2:5][C:4]2([O:11][C:10]3[C:12]4[C:17]([C:18](=[O:21])[C:19](=[O:20])[C:9]=3[S:8][CH2:7]2)=[CH:16][CH:15]=[CH:14][CH:13]=4)[CH2:3][CH2:2]1.Br[CH2:23][CH:24]1[CH2:28][CH2:27][CH2:26][O:25]1. (6) The reactants are: [S:1]1[CH:5]=[CH:4][C:3]2[CH:6]=[CH:7][CH:8]=[CH:9][C:2]1=2.[Li]C(C)(C)C.[CH2:15](Br)[C:16]1[CH:21]=[CH:20][CH:19]=[CH:18][CH:17]=1. Given the product [CH2:15]([C:5]1[S:1][C:2]2[CH:9]=[CH:8][CH:7]=[CH:6][C:3]=2[CH:4]=1)[C:16]1[CH:21]=[CH:20][CH:19]=[CH:18][CH:17]=1, predict the reactants needed to synthesize it.